Binary Classification. Given a drug SMILES string, predict its activity (active/inactive) in a high-throughput screening assay against a specified biological target. From a dataset of HIV replication inhibition screening data with 41,000+ compounds from the AIDS Antiviral Screen. The drug is Cc1c(-c2coc(-c3ccc(Cl)cc3)n2)c(=O)n(-c2ccccc2)n1C. The result is 0 (inactive).